Dataset: Forward reaction prediction with 1.9M reactions from USPTO patents (1976-2016). Task: Predict the product of the given reaction. (1) Given the reactants Cl.[CH2:2]([O:9][C:10]1[CH:19]=[CH:18][CH:17]=[C:16]2[C:11]=1[CH2:12][CH2:13][CH2:14][CH:15]2[C:20]([N:22]([C:29]1[CH:30]=[N:31][C:32]([CH:35]([CH3:37])[CH3:36])=[CH:33][CH:34]=1)[CH2:23][C:24]1[CH:25]=[N:26][NH:27][CH:28]=1)=[O:21])[C:3]1[CH:8]=[CH:7][CH:6]=[CH:5][CH:4]=1.[CH2:38](Br)[CH2:39][CH2:40][CH2:41][CH2:42][CH2:43][CH2:44][CH2:45][CH3:46], predict the reaction product. The product is: [CH2:2]([O:9][C:10]1[CH:19]=[CH:18][CH:17]=[C:16]2[C:11]=1[CH2:12][CH2:13][CH2:14][CH:15]2[C:20]([N:22]([C:29]1[CH:30]=[N:31][C:32]([CH:35]([CH3:37])[CH3:36])=[CH:33][CH:34]=1)[CH2:23][C:24]1[CH:25]=[N:26][N:27]([CH2:38][CH2:39][CH2:40][CH2:41][CH2:42][CH2:43][CH2:44][CH2:45][CH3:46])[CH:28]=1)=[O:21])[C:3]1[CH:8]=[CH:7][CH:6]=[CH:5][CH:4]=1. (2) Given the reactants [NH2:1][CH2:2][C@@H:3]1[C@H:8]([CH3:9])[CH2:7][CH2:6][CH2:5][N:4]1[C:10]([C:12]1[CH:17]=[C:16]([CH3:18])[CH:15]=[CH:14][C:13]=1[C:19]1[N:24]=[CH:23][CH:22]=[CH:21][N:20]=1)=[O:11].Br[C:26]1[C:31]([F:32])=[CH:30][C:29]([Cl:33])=[CH:28][N:27]=1, predict the reaction product. The product is: [Cl:33][C:29]1[CH:30]=[C:31]([F:32])[C:26]([NH:1][CH2:2][C@@H:3]2[C@H:8]([CH3:9])[CH2:7][CH2:6][CH2:5][N:4]2[C:10]([C:12]2[CH:17]=[C:16]([CH3:18])[CH:15]=[CH:14][C:13]=2[C:19]2[N:20]=[CH:21][CH:22]=[CH:23][N:24]=2)=[O:11])=[N:27][CH:28]=1. (3) Given the reactants [Cl:1][C:2]1[C:10]([C:11]#[N:12])=[CH:9][CH:8]=[C:7]2[C:3]=1[CH:4]=[C:5]([CH:17]([F:19])[F:18])[N:6]2[CH2:13][C:14]([OH:16])=O.CCN=C=NCCCN(C)C.Cl.O[NH:33][C:34]([C:36]1[CH:41]=[CH:40][CH:39]=[CH:38][N:37]=1)=[NH:35], predict the reaction product. The product is: [Cl:1][C:2]1[C:10]([C:11]#[N:12])=[CH:9][CH:8]=[C:7]2[C:3]=1[CH:4]=[C:5]([CH:17]([F:19])[F:18])[N:6]2[CH2:13][C:14]1[O:16][N:35]=[C:34]([C:36]2[CH:41]=[CH:40][CH:39]=[CH:38][N:37]=2)[N:33]=1. (4) Given the reactants [Cl:1][C:2]1[C:3]([NH:11][C:12]2[CH:13]=[N:14][C:15]([CH3:18])=[CH:16][CH:17]=2)=[N:4][CH:5]=[C:6]([CH:10]=1)[C:7](O)=O.[CH2:19]([NH:21][C:22]1[C:23]([NH2:28])=[CH:24][CH:25]=[CH:26][CH:27]=1)[CH3:20], predict the reaction product. The product is: [Cl:1][C:2]1[C:3]([NH:11][C:12]2[CH:13]=[N:14][C:15]([CH3:18])=[CH:16][CH:17]=2)=[N:4][CH:5]=[C:6]([C:7]2[N:21]([CH2:19][CH3:20])[C:22]3[CH:27]=[CH:26][CH:25]=[CH:24][C:23]=3[N:28]=2)[CH:10]=1. (5) Given the reactants [C:1](Cl)(=[O:5])[C:2](Cl)=[O:3].[NH:7]1[C:15]2[C:10](=[CH:11][CH:12]=[CH:13][CH:14]=2)[CH:9]=[CH:8]1.CC[O:18]CC, predict the reaction product. The product is: [NH:7]1[C:15]2[C:10](=[CH:11][CH:12]=[CH:13][CH:14]=2)[C:9]([C:1](=[O:5])[C:2]([OH:18])=[O:3])=[CH:8]1.